Predict which catalyst facilitates the given reaction. From a dataset of Catalyst prediction with 721,799 reactions and 888 catalyst types from USPTO. (1) Reactant: [CH3:1][C:2]([C:6]1[CH:11]=[CH:10][C:9]([N+:12]([O-])=O)=[CH:8][C:7]=1[CH3:15])([CH3:5])[C:3]#[N:4]. Product: [NH2:12][C:9]1[CH:10]=[CH:11][C:6]([C:2]([CH3:1])([CH3:5])[C:3]#[N:4])=[C:7]([CH3:15])[CH:8]=1. The catalyst class is: 19. (2) Reactant: C(S([C:8]1[N:13]=[C:12]([N:14]2[C:22]3[C:17](=[CH:18][CH:19]=[CH:20][CH:21]=3)[C:16]([S:23]([NH2:26])(=[O:25])=[O:24])=[CH:15]2)[CH:11]=[CH:10][N:9]=1)(=O)=O)CCC.C([N:29]([CH:33]([CH3:35])[CH3:34])[CH:30](C)C)C. Product: [CH3:16][S:23]([N:29]([CH3:30])[CH:33]1[CH2:34][CH2:17][CH:22]([NH:14][C:8]2[N:13]=[C:12]([N:14]3[C:22]4[C:17](=[CH:18][CH:19]=[CH:20][CH:21]=4)[C:16]([S:23]([NH2:26])(=[O:24])=[O:25])=[CH:15]3)[CH:11]=[CH:10][N:9]=2)[CH2:21][CH2:35]1)(=[O:25])=[O:24]. The catalyst class is: 37. (3) Reactant: [Br:1][C:2]1[CH:15]=[CH:14][C:5]([C:6]([C:8]2[CH:13]=[CH:12][CH:11]=[CH:10][CH:9]=2)=O)=[CH:4][CH:3]=1.C(OP([CH2:24][C:25]1[CH:30]=[C:29]([O:31][CH2:32][CH3:33])[C:28]([CH2:34]P(OCC)(OCC)=O)=[CH:27][C:26]=1[O:43][CH2:44][CH3:45])(OCC)=O)C.[C:46](O[K])([CH3:49])([CH3:48])[CH3:47].S(=O)(=O)(O)O. Product: [Br:1][C:2]1[CH:15]=[CH:14][C:5]([C:6]([C:8]2[CH:13]=[CH:12][CH:11]=[CH:10][CH:9]=2)=[CH:34][C:28]2[CH:27]=[C:26]([O:43][CH2:44][CH3:45])[C:25]([CH:24]=[C:47]([C:8]3[CH:13]=[CH:12][CH:11]=[CH:10][CH:9]=3)[C:46]3[CH:49]=[CH:15][C:2]([Br:1])=[CH:3][CH:48]=3)=[CH:30][C:29]=2[O:31][CH2:32][CH3:33])=[CH:4][CH:3]=1. The catalyst class is: 30. (4) Reactant: [NH2:1][C:2]([NH2:4])=[NH:3].[ClH:5]. Product: [ClH:5].[NH2:3][C:2]([NH2:4])=[NH2+:1].[NH2:3][C:2]([NH2:4])=[NH2+:1].[NH2:3][C:2]([NH2:4])=[NH2+:1].[NH2:3][C:2]([NH2:4])=[NH2+:1].[NH2:3][C:2]([NH2:4])=[NH2+:1].[NH2:3][C:2]([NH2:4])=[NH2+:1].[NH2:3][C:2]([NH2:4])=[NH2+:1].[NH2:3][C:2]([NH2:4])=[NH2+:1].[NH2:3][C:2]([NH2:4])=[NH2+:1]. The catalyst class is: 12. (5) Reactant: [CH2:1]([C:4]1[CH:9]=[CH:8][C:7]([CH2:10][CH2:11][CH2:12]O)=[CH:6][CH:5]=1)[CH2:2][CH3:3].C1(P(C2C=CC=CC=2)C2C=CC=CC=2)C=CC=CC=1.C(Br)(Br)(Br)[Br:34].C(=O)([O-])O.[Na+]. Product: [CH2:1]([C:4]1[CH:9]=[CH:8][C:7]([CH2:10][CH2:11][CH2:12][Br:34])=[CH:6][CH:5]=1)[CH2:2][CH3:3]. The catalyst class is: 2.